From a dataset of Peptide-MHC class II binding affinity with 134,281 pairs from IEDB. Regression. Given a peptide amino acid sequence and an MHC pseudo amino acid sequence, predict their binding affinity value. This is MHC class II binding data. (1) The peptide sequence is AELMILIATNLLGQN. The MHC is DRB1_0301 with pseudo-sequence DRB1_0301. The binding affinity (normalized) is 0.361. (2) The peptide sequence is KLALGGSIAVKITEH. The MHC is DRB1_0101 with pseudo-sequence DRB1_0101. The binding affinity (normalized) is 0.949.